This data is from Reaction yield outcomes from USPTO patents with 853,638 reactions. The task is: Predict the reaction yield, written as a fraction of the theoretical maximum amount of product (1.0 means a 100% yield; for example, 0.34 means a 34% yield). The reactants are C(N(S(F)(F)[F:7])CC)C.O[C:11]1([CH3:24])[CH2:15][CH2:14][CH2:13][CH:12]1[NH:16][C:17](=[O:23])[O:18][C:19]([CH3:22])([CH3:21])[CH3:20]. The catalyst is ClCCl. The product is [F:7][C:11]1([CH3:24])[CH2:15][CH2:14][CH2:13][CH:12]1[NH:16][C:17](=[O:23])[O:18][C:19]([CH3:22])([CH3:21])[CH3:20]. The yield is 0.480.